Dataset: Full USPTO retrosynthesis dataset with 1.9M reactions from patents (1976-2016). Task: Predict the reactants needed to synthesize the given product. (1) Given the product [C:2]([C:6]1[CH:7]=[CH:8][C:9]([C@@H:12]([NH:14][C:30]([C:26]2[CH:25]=[C:24]3[C:29](=[CH:28][CH:27]=2)[N:21]([CH2:20][C:19]2[CH:35]=[CH:36][C:16]([Cl:15])=[C:17]([CH:18]=2)[O:37][C@@H:38]([CH3:43])[C:39]([O:41][CH3:42])=[O:40])[C:22]([CH3:34])=[C:23]3[CH3:33])=[O:31])[CH3:13])=[CH:10][CH:11]=1)([CH3:5])([CH3:3])[CH3:4], predict the reactants needed to synthesize it. The reactants are: Cl.[C:2]([C:6]1[CH:11]=[CH:10][C:9]([C@@H:12]([NH2:14])[CH3:13])=[CH:8][CH:7]=1)([CH3:5])([CH3:4])[CH3:3].[Cl:15][C:16]1[CH:36]=[CH:35][C:19]([CH2:20][N:21]2[C:29]3[C:24](=[CH:25][C:26]([C:30](O)=[O:31])=[CH:27][CH:28]=3)[C:23]([CH3:33])=[C:22]2[CH3:34])=[CH:18][C:17]=1[O:37][C@@H:38]([CH3:43])[C:39]([O:41][CH3:42])=[O:40]. (2) Given the product [F:37][C:35]1[CH:36]=[C:31]([C:29](=[O:30])[C:28](=[C:39]2[NH:40][C:41]3[CH:47]=[CH:46][CH:45]=[CH:44][C:42]=3[NH:43]2)[C:27]([C:23]2[CH:22]=[C:21]([S:18]([NH:17][C:16](=[NH:49])[CH2:12][N:10]([CH3:9])[CH3:11])(=[O:19])=[O:20])[CH:26]=[CH:25][CH:24]=2)=[O:48])[CH:32]=[C:33]([F:38])[CH:34]=1, predict the reactants needed to synthesize it. The reactants are: CNC.C1COCC1.[CH3:9][N:10]([CH:12]=O)[CH3:11].ClC[C:16](=[NH:49])[NH:17][S:18]([C:21]1[CH:26]=[CH:25][CH:24]=[C:23]([C:27](=[O:48])[C:28](=[C:39]2[NH:43][C:42]3[CH:44]=[CH:45][CH:46]=[CH:47][C:41]=3[NH:40]2)[C:29]([C:31]2[CH:36]=[C:35]([F:37])[CH:34]=[C:33]([F:38])[CH:32]=2)=[O:30])[CH:22]=1)(=[O:20])=[O:19]. (3) The reactants are: Br[C:2]1[S:3][C:4]([Cl:19])=[CH:5][C:6]=1[CH2:7][CH2:8][CH2:9][CH2:10][CH2:11][CH2:12][CH2:13][CH2:14][CH2:15][CH2:16][CH2:17][CH3:18].C(C1C=CSC=1)CCCCCCCCCCC.BrN1C(=O)CCC1=O.BrC1SC=CC=1CCCCCCCCCCCC.ClN1C(=O)CCC1=O.[CH3:71][Si:72]([C:75]#[CH:76])([CH3:74])[CH3:73]. Given the product [Cl:19][C:4]1[S:3][C:2]([C:76]#[C:75][Si:72]([CH3:74])([CH3:73])[CH3:71])=[C:6]([CH2:7][CH2:8][CH2:9][CH2:10][CH2:11][CH2:12][CH2:13][CH2:14][CH2:15][CH2:16][CH2:17][CH3:18])[CH:5]=1, predict the reactants needed to synthesize it. (4) Given the product [CH2:1]([O:3][C:4](=[O:30])[C@H:5]([CH3:29])[CH2:6][C@H:7]([NH:21][C:22](=[O:28])[CH2:23][CH2:24][C:25](=[O:26])[NH:57][CH2:56][CH2:55][C:54]#[N:53])[CH2:8][C:9]1[CH:14]=[CH:13][C:12]([C:15]2[CH:20]=[CH:19][CH:18]=[CH:17][CH:16]=2)=[CH:11][CH:10]=1)[CH3:2], predict the reactants needed to synthesize it. The reactants are: [CH2:1]([O:3][C:4](=[O:30])[C@H:5]([CH3:29])[CH2:6][C@H:7]([NH:21][C:22](=[O:28])[CH2:23][CH2:24][C:25](O)=[O:26])[CH2:8][C:9]1[CH:14]=[CH:13][C:12]([C:15]2[CH:20]=[CH:19][CH:18]=[CH:17][CH:16]=2)=[CH:11][CH:10]=1)[CH3:2].CCN=C=NCCCN(C)C.Cl.C1C=NC2N(O)N=NC=2C=1.[NH2:53][CH2:54][CH2:55][C:56]#[N:57].C(N(CC)CC)C.NC(C)C#N. (5) Given the product [OH:4][C@H:3]([CH3:5])[CH2:2][C:1]([O:7][C:8]1([CH3:17])[CH2:9][CH2:10][CH:11]([CH:14]([CH3:15])[CH3:16])[CH2:12][CH2:13]1)=[O:6], predict the reactants needed to synthesize it. The reactants are: [C:1]([O:7][C:8]1([CH3:17])[CH2:13][CH2:12][CH:11]([CH:14]([CH3:16])[CH3:15])[CH2:10][CH2:9]1)(=[O:6])[CH2:2][C:3]([CH3:5])=[O:4].